This data is from Full USPTO retrosynthesis dataset with 1.9M reactions from patents (1976-2016). The task is: Predict the reactants needed to synthesize the given product. Given the product [Cl:1][C:2]1[C:13]2[C:12](=[O:14])[N:11]([CH:15]3[CH2:16][CH2:17][N:18]([CH3:21])[CH2:19][CH2:20]3)[C:10](=[O:22])[C:9]=2[CH:8]=[C:7]2[C:3]=1[N:4]=[C:5]([C:23]1[C:24](=[O:43])[NH:25][CH:26]=[CH:27][C:28]=1[NH:52][CH:45]([CH3:44])[CH2:46][C:47]1[S:48][CH:49]=[CH:50][CH:51]=1)[NH:6]2, predict the reactants needed to synthesize it. The reactants are: [Cl:1][C:2]1[C:13]2[C:12](=[O:14])[N:11]([CH:15]3[CH2:20][CH2:19][N:18]([CH3:21])[CH2:17][CH2:16]3)[C:10](=[O:22])[C:9]=2[CH:8]=[C:7]2[C:3]=1[N:4]=[C:5]([C:23]1[C:24](=[O:43])[NH:25][CH:26]=[CH:27][C:28]=1NCC(O)COC1C=CC(C)=CC=1C)[NH:6]2.[CH3:44][CH:45]([NH2:52])[CH2:46][C:47]1[S:48][CH:49]=[CH:50][CH:51]=1.CCN(CC)CC.